From a dataset of Full USPTO retrosynthesis dataset with 1.9M reactions from patents (1976-2016). Predict the reactants needed to synthesize the given product. (1) Given the product [F:30][C:25]1[CH:24]=[C:23]([C:21]([N:18]2[CH2:19][CH2:20][N:15]([C:11]3[CH:10]=[C:9]([O:6][CH2:5][CH:4]([CH3:7])[CH3:3])[N:14]=[CH:13][N:12]=3)[CH2:16][CH2:17]2)=[O:22])[CH:28]=[CH:27][C:26]=1[CH3:29], predict the reactants needed to synthesize it. The reactants are: [H-].[Na+].[CH3:3][CH:4]([CH3:7])[CH2:5][OH:6].Cl[C:9]1[N:14]=[CH:13][N:12]=[C:11]([N:15]2[CH2:20][CH2:19][N:18]([C:21]([C:23]3[CH:28]=[CH:27][C:26]([CH3:29])=[C:25]([F:30])[CH:24]=3)=[O:22])[CH2:17][CH2:16]2)[CH:10]=1. (2) The reactants are: Cl.Cl.[NH2:3][CH2:4][CH2:5][O:6][C:7]1[CH:8]=[CH:9][CH:10]=[C:11]2[C:16]=1[N:15]=[C:14]([CH3:17])[CH:13]=[C:12]2[NH:18][CH2:19][C:20]1[CH:25]=[CH:24][C:23]([Cl:26])=[CH:22][C:21]=1[Cl:27].[CH2:28]([S:32](Cl)(=[O:34])=[O:33])[CH:29]([CH3:31])[CH3:30]. Given the product [Cl:27][C:21]1[CH:22]=[C:23]([Cl:26])[CH:24]=[CH:25][C:20]=1[CH2:19][NH:18][C:12]1[C:11]2[C:16](=[C:7]([O:6][CH2:5][CH2:4][NH:3][S:32]([CH2:28][CH:29]([CH3:31])[CH3:30])(=[O:34])=[O:33])[CH:8]=[CH:9][CH:10]=2)[N:15]=[C:14]([CH3:17])[CH:13]=1, predict the reactants needed to synthesize it. (3) Given the product [Cl:3][C:12]([C:13]([CH3:16])([CH3:15])[CH3:14])=[CH:11][CH:9]=[O:10], predict the reactants needed to synthesize it. The reactants are: P(Cl)(Cl)([Cl:3])=O.CN([CH:9]=[O:10])C.[CH3:11][C:12](=O)[C:13]([CH3:16])([CH3:15])[CH3:14].N. (4) Given the product [C:1]([O:7][CH2:8][C@@H:9]([C@@H:11]1[C@:19]2([CH3:20])[C@H:14]([C:15](=[O:21])[CH2:16][CH2:17][CH2:18]2)[CH2:13][CH2:12]1)[CH3:10])(=[O:6])[C:2]([CH3:5])([CH3:3])[CH3:4], predict the reactants needed to synthesize it. The reactants are: [C:1]([O:7][CH2:8][C@@H:9]([C@@H:11]1[C@:19]2([CH3:20])[C@H:14]([C@@H:15]([OH:21])[CH2:16][CH2:17][CH2:18]2)[CH2:13][CH2:12]1)[CH3:10])(=[O:6])[C:2]([CH3:5])([CH3:4])[CH3:3].[Cr](O[Cr]([O-])(=O)=O)([O-])(=O)=O.[NH+]1C=CC=CC=1.[NH+]1C=CC=CC=1.C1(C)C=CC(S([O-])(=O)=O)=CC=1.[NH+]1C=CC=CC=1.